From a dataset of Catalyst prediction with 721,799 reactions and 888 catalyst types from USPTO. Predict which catalyst facilitates the given reaction. (1) Reactant: Br[C:2]1[CH:14]=[CH:13][C:12]2[C:11]3[C:6](=[CH:7][CH:8]=[CH:9][CH:10]=3)[N:5]([C:15]3[CH:20]=[CH:19][CH:18]=[CH:17][CH:16]=3)[C:4]=2[CH:3]=1.[NH:21]1[CH:25]=[CH:24][N:23]=[CH:22]1.C([O-])([O-])=O.[K+].[K+]. Product: [N:21]1([C:2]2[CH:14]=[CH:13][C:12]3[C:11]4[C:6](=[CH:7][CH:8]=[CH:9][CH:10]=4)[N:5]([C:15]4[CH:20]=[CH:19][CH:18]=[CH:17][CH:16]=4)[C:4]=3[CH:3]=2)[CH:25]=[CH:24][N:23]=[CH:22]1. The catalyst class is: 122. (2) Reactant: [S:1]1[C:5]2[CH:6]=[C:7]([N:10]3[CH2:14][CH2:13][NH:12][C:11]3=[O:15])[CH:8]=[CH:9][C:4]=2[N:3]=[CH:2]1.Br[C:17]1[CH:18]=[N:19][CH:20]=[CH:21][C:22]=1[C:23]([F:26])([F:25])[F:24].N[C@@H]1CCCC[C@H]1N.P([O-])([O-])([O-])=O.[K+].[K+].[K+]. Product: [S:1]1[C:5]2[CH:6]=[C:7]([N:10]3[CH2:14][CH2:13][N:12]([C:17]4[CH:18]=[N:19][CH:20]=[CH:21][C:22]=4[C:23]([F:26])([F:25])[F:24])[C:11]3=[O:15])[CH:8]=[CH:9][C:4]=2[N:3]=[CH:2]1. The catalyst class is: 246. (3) Reactant: [CH3:1][O:2][CH2:3][CH2:4][NH2:5].[CH:6]([C:8]1[CH:24]=[CH:23][CH:22]=[CH:21][C:9]=1[O:10][CH2:11][CH2:12][CH2:13][CH2:14][CH2:15][C:16]([O:18][CH2:19][CH3:20])=[O:17])=O.CC(O)=O.[BH4-].[Na+]. Product: [CH3:1][O:2][CH2:3][CH2:4][NH:5][CH2:6][C:8]1[CH:24]=[CH:23][CH:22]=[CH:21][C:9]=1[O:10][CH2:11][CH2:12][CH2:13][CH2:14][CH2:15][C:16]([O:18][CH2:19][CH3:20])=[O:17]. The catalyst class is: 26. (4) Reactant: [O:1]=[S:2]1(=[O:15])[CH2:7][CH2:6][CH:5]([C:8]2[CH:13]=[CH:12][C:11]([NH2:14])=[CH:10][CH:9]=2)[CH2:4][CH2:3]1.[Br:16]N1C(=O)CCC1=O.CCOC(C)=O. Product: [Br:16][C:12]1[CH:13]=[C:8]([CH:5]2[CH2:6][CH2:7][S:2](=[O:15])(=[O:1])[CH2:3][CH2:4]2)[CH:9]=[CH:10][C:11]=1[NH2:14]. The catalyst class is: 512. (5) Reactant: [OH:1][NH:2][C:3]([C:5]1[CH:13]=[CH:12][C:11]2[NH:10][C:9]3[CH:14]([CH2:17][C:18]([O:20][CH2:21][CH3:22])=[O:19])[CH2:15][CH2:16][C:8]=3[C:7]=2[CH:6]=1)=[NH:4].[Br:23][C:24]1[CH:25]=[N:26][CH:27]=[C:28]([CH:32]=1)[C:29](O)=O.CCCP(O)(O)=O.O. Product: [Br:23][C:24]1[CH:32]=[C:28]([C:29]2[O:1][N:2]=[C:3]([C:5]3[CH:13]=[CH:12][C:11]4[NH:10][C:9]5[CH:14]([CH2:17][C:18]([O:20][CH2:21][CH3:22])=[O:19])[CH2:15][CH2:16][C:8]=5[C:7]=4[CH:6]=3)[N:4]=2)[CH:27]=[N:26][CH:25]=1. The catalyst class is: 225. (6) Reactant: [NH2:1][C@H:2]1[CH2:7][CH2:6][C@H:5]([N:8]([CH3:12])[C:9]([NH2:11])=[S:10])[CH2:4][CH2:3]1.[ClH:13].[CH3:14][I:15]. Product: [NH2:1][C@H:2]1[CH2:7][CH2:6][C@H:5]([N:8]([CH3:12])[C:9](=[NH:11])[S:10][CH3:14])[CH2:4][CH2:3]1.[ClH:13].[IH:15]. The catalyst class is: 5.